Dataset: Reaction yield outcomes from USPTO patents with 853,638 reactions. Task: Predict the reaction yield, written as a fraction of the theoretical maximum amount of product (1.0 means a 100% yield; for example, 0.34 means a 34% yield). (1) The reactants are [F:1][C:2]1[CH:14]=[CH:13][C:5]2[NH:6][C:7]([C:9](Cl)(Cl)Cl)=[N:8][C:4]=2[CH:3]=1.[NH2:15][C:16]1[CH:21]=[CH:20][C:19]([C:22]2[CH:23]=[N:24][CH:25]=[C:26]([O:28][CH3:29])[CH:27]=2)=[CH:18][C:17]=1[OH:30].C(N(CC)CC)C.CO. The catalyst is C(O)C. The product is [F:1][C:2]1[CH:14]=[CH:13][C:5]2[NH:6][C:7]([C:9]3[O:30][C:17]4[CH:18]=[C:19]([C:22]5[CH:23]=[N:24][CH:25]=[C:26]([O:28][CH3:29])[CH:27]=5)[CH:20]=[CH:21][C:16]=4[N:15]=3)=[N:8][C:4]=2[CH:3]=1. The yield is 0.500. (2) The reactants are [OH:1][C:2]1[CH:3]=[CH:4][C:5]2[N:9]=[C:8]([CH2:10][O:11][C:12]3[CH:13]=[C:14]([CH:19]=[CH:20][CH:21]=3)[C:15]([O:17][CH3:18])=[O:16])[N:7]([CH3:22])[C:6]=2[CH:23]=1.F[C:25]1[C:30]([F:31])=[CH:29][CH:28]=[C:27]([F:32])[N:26]=1.N1C2C(=CC=C3C=2N=CC=C3)C=CC=1.C(=O)([O-])[O-].[Cs+].[Cs+]. The catalyst is [Cu](I)I.CN(C=O)C. The product is [F:31][C:30]1[C:25]([O:1][C:2]2[CH:3]=[CH:4][C:5]3[N:9]=[C:8]([CH2:10][O:11][C:12]4[CH:13]=[C:14]([CH:19]=[CH:20][CH:21]=4)[C:15]([O:17][CH3:18])=[O:16])[N:7]([CH3:22])[C:6]=3[CH:23]=2)=[N:26][C:27]([F:32])=[CH:28][CH:29]=1. The yield is 0.710. (3) The yield is 0.0721. The product is [F:6][C:7]1[CH:23]=[CH:22][C:10]([O:11][C:12]2[S:16][C:15]([CH2:17][C:18]3[CH:25]=[C:24]([C:26]4[C:27]([NH2:32])=[N:28][CH:29]=[CH:30][CH:31]=4)[O:20][N:19]=3)=[CH:14][CH:13]=2)=[CH:9][CH:8]=1. The catalyst is O. The reactants are O1CCCC1.[F:6][C:7]1[CH:23]=[CH:22][C:10]([O:11][C:12]2[S:16][C:15]([CH2:17][C:18](Cl)=[N:19][OH:20])=[CH:14][CH:13]=2)=[CH:9][CH:8]=1.[C:24]([C:26]1[C:27]([NH2:32])=[N:28][CH:29]=[CH:30][CH:31]=1)#[CH:25].C(N(CC)CC)C. (4) The reactants are [H-].[Na+].[CH:3]1([S:6]([NH2:9])(=[O:8])=[O:7])[CH2:5][CH2:4]1.[CH2:10]([C@H:17]1[CH2:21][O:20][C:19](=[O:22])[N:18]1[C:23]1[CH:24]=[C:25]([CH:29]2[C:38]([CH3:40])([CH3:39])[CH2:37][C:36]3[C:31](=[CH:32][CH:33]=[C:34]([C:41](O)=[O:42])[CH:35]=3)[NH:30]2)[CH:26]=[CH:27][CH:28]=1)[C:11]1[CH:16]=[CH:15][CH:14]=[CH:13][CH:12]=1.C(N1C=CN=C1)(N1C=CN=C1)=O.CS(N)(=O)=O. The catalyst is CN(C)C=O. The product is [CH2:10]([C@H:17]1[CH2:21][O:20][C:19](=[O:22])[N:18]1[C:23]1[CH:24]=[C:25]([CH:29]2[C:38]([CH3:40])([CH3:39])[CH2:37][C:36]3[C:31](=[CH:32][CH:33]=[C:34]([C:41]([NH:9][S:6]([CH:3]4[CH2:5][CH2:4]4)(=[O:8])=[O:7])=[O:42])[CH:35]=3)[NH:30]2)[CH:26]=[CH:27][CH:28]=1)[C:11]1[CH:16]=[CH:15][CH:14]=[CH:13][CH:12]=1. The yield is 0.200. (5) The reactants are [Cl:1][C:2]1[CH:22]=[C:21]([Cl:23])[CH:20]=[CH:19][C:3]=1[CH2:4][N:5]1[C:9]([CH2:10][CH2:11][C:12]([OH:14])=O)=[CH:8][C:7]([O:15][CH:16]([CH3:18])[CH3:17])=[N:6]1.[C:24]1([CH2:30][CH2:31][CH2:32][S:33]([NH2:36])(=[O:35])=[O:34])[CH:29]=[CH:28][CH:27]=[CH:26][CH:25]=1.N12CCCN=C1CCCCC2. The catalyst is O1CCCC1. The product is [Cl:1][C:2]1[CH:22]=[C:21]([Cl:23])[CH:20]=[CH:19][C:3]=1[CH2:4][N:5]1[C:9]([CH2:10][CH2:11][C:12]([NH:36][S:33]([CH2:32][CH2:31][CH2:30][C:24]2[CH:29]=[CH:28][CH:27]=[CH:26][CH:25]=2)(=[O:34])=[O:35])=[O:14])=[CH:8][C:7]([O:15][CH:16]([CH3:18])[CH3:17])=[N:6]1. The yield is 0.760. (6) The reactants are [Cl:1][C:2]1[N:7]=[C:6]([C:8]2[S:12][C:11]([CH:13]([CH3:15])[CH3:14])=[N:10][C:9]=2[C:16]2[CH:17]=[C:18]([CH:20]=[CH:21][CH:22]=2)[NH2:19])[CH:5]=[CH:4][N:3]=1.[N:23]1[CH:28]=[CH:27][CH:26]=[C:25]([S:29](Cl)(=[O:31])=[O:30])[CH:24]=1. No catalyst specified. The product is [Cl:1][C:2]1[N:7]=[C:6]([C:8]2[S:12][C:11]([CH:13]([CH3:15])[CH3:14])=[N:10][C:9]=2[C:16]2[CH:17]=[C:18]([NH:19][S:29]([C:25]3[CH:24]=[N:23][CH:28]=[CH:27][CH:26]=3)(=[O:31])=[O:30])[CH:20]=[CH:21][CH:22]=2)[CH:5]=[CH:4][N:3]=1. The yield is 0.720. (7) The reactants are [C:1]([O:5][C:6]([NH:8][C@@H:9]1[CH2:14][CH2:13][C@H:12]([C:15](O)=[O:16])[CH2:11][CH2:10]1)=[O:7])([CH3:4])([CH3:3])[CH3:2].CN1CCOCC1.ClC(OCC(C)C)=O.[BH4-].[Na+]. The catalyst is C1COCC1.CO. The product is [C:1]([O:5][C:6]([NH:8][C@H:9]1[CH2:10][CH2:11][C@@H:12]([CH2:15][OH:16])[CH2:13][CH2:14]1)=[O:7])([CH3:4])([CH3:3])[CH3:2]. The yield is 1.00.